From a dataset of Forward reaction prediction with 1.9M reactions from USPTO patents (1976-2016). Predict the product of the given reaction. (1) Given the reactants [N:1]1[CH:6]=[CH:5][C:4]([CH:7]([OH:9])[CH3:8])=[CH:3][CH:2]=1.[H-].[Na+].[CH3:12][C:13]1[CH:18]=[CH:17][C:16]([S:19](Cl)(=[O:21])=[O:20])=[CH:15][CH:14]=1.O, predict the reaction product. The product is: [CH3:12][C:13]1[CH:18]=[CH:17][C:16]([S:19]([O:9][CH:7]([C:4]2[CH:5]=[CH:6][N:1]=[CH:2][CH:3]=2)[CH3:8])(=[O:21])=[O:20])=[CH:15][CH:14]=1. (2) The product is: [CH:10]1([C@H:17]2[C@H:16]([CH3:29])[C@@H:15]([NH:18][C:19](=[O:28])[O:20][CH2:21][C:22]3[CH:23]=[CH:24][CH:25]=[CH:26][CH:27]=3)[C:8]3[C:6](=[CH:5][CH:4]=[C:3]([O:2][CH3:1])[CH:9]=3)[NH:7]2)[CH2:13][CH2:11]1. Given the reactants [CH3:1][O:2][C:3]1[CH:9]=[CH:8][C:6]([NH2:7])=[CH:5][CH:4]=1.[CH:10]1([CH:13]=O)C[CH2:11]1.[CH:15](/[NH:18][C:19](=[O:28])[O:20][CH2:21][C:22]1[CH:27]=[CH:26][CH:25]=[CH:24][CH:23]=1)=[CH:16]\[CH3:17].[CH2:29](Cl)Cl, predict the reaction product. (3) Given the reactants [CH2:1]([C:3]1([CH2:58][CH3:59])[C:15]2[CH:14]=[C:13]([C:16]3[CH:36]=[CH:35][CH:34]=[CH:33][C:17]=3[NH:18][C:19]3[CH:24]=[CH:23][C:22]([CH2:25][CH2:26][CH2:27][CH2:28][CH2:29][CH2:30][CH2:31][CH3:32])=[CH:21][CH:20]=3)[CH:12]=[CH:11][C:10]=2[C:9]2[C:4]1=[CH:5][C:6]([C:37]1[CH:57]=[CH:56][CH:55]=[CH:54][C:38]=1[NH:39][C:40]1[CH:45]=[CH:44][C:43]([CH2:46][CH2:47][CH2:48][CH2:49][CH2:50][CH2:51][CH2:52][CH3:53])=[CH:42][CH:41]=1)=[CH:7][CH:8]=2)[CH3:2], predict the reaction product. The product is: [CH2:58]([C:3]1([CH2:1][CH3:2])[C:4]2[C:9](=[CH:8][C:7]3[N:39]([C:40]4[CH:45]=[CH:44][C:43]([CH2:46][CH2:47][CH2:48][CH2:49][CH2:50][CH2:51][CH2:52][CH3:53])=[CH:42][CH:41]=4)[C:38]4[CH:54]=[CH:55][CH:56]=[CH:57][C:37]=4[C:6]=3[CH:5]=2)[C:10]2=[CH:11][C:12]3[N:18]([C:19]4[CH:24]=[CH:23][C:22]([CH2:25][CH2:26][CH2:27][CH2:28][CH2:29][CH2:30][CH2:31][CH3:32])=[CH:21][CH:20]=4)[C:17]4[C:16]([C:13]=3[CH:14]=[C:15]12)=[CH:36][CH:35]=[CH:34][CH:33]=4)[CH3:59]. (4) The product is: [CH3:14][S:15]([N:1]1[C:9]2=[N:8][CH:7]=[CH:6][CH:5]=[C:4]2[C:3]([CH:22]=[O:23])=[CH:2]1)(=[O:17])=[O:16]. Given the reactants [NH:1]1[C:9]2[C:4](=[CH:5][CH:6]=[CH:7][N:8]=2)[CH:3]=[C:2]1C=O.[H-].[Na+].[CH3:14][S:15](Cl)(=[O:17])=[O:16].CN([CH:22]=[O:23])C, predict the reaction product. (5) The product is: [ClH:2].[Cl:2][C:3]1[CH:4]=[CH:5][C:6]([CH:9]2[CH:11]([CH3:12])[CH:10]2[NH2:13])=[CH:7][CH:8]=1. Given the reactants Cl.[Cl:2][C:3]1[CH:8]=[CH:7][C:6]([C@H:9]2[C@H:11]([CH3:12])[C@H:10]2[NH:13]C(=O)OC(C)(C)C)=[CH:5][CH:4]=1, predict the reaction product. (6) Given the reactants [CH3:1][S:2][C:3]1[C:4]([C:8]2[CH:9]=[N:10][CH:11]=[CH:12][CH:13]=2)=[N:5][NH:6][CH:7]=1.[CH2:14](SSCC)C.BrC1C(C2C=NC=CC=2)=NNC=1, predict the reaction product. The product is: [CH2:1]([S:2][C:3]1[C:4]([C:8]2[CH:9]=[N:10][CH:11]=[CH:12][CH:13]=2)=[N:5][NH:6][CH:7]=1)[CH3:14].